This data is from Reaction yield outcomes from USPTO patents with 853,638 reactions. The task is: Predict the reaction yield, written as a fraction of the theoretical maximum amount of product (1.0 means a 100% yield; for example, 0.34 means a 34% yield). (1) The reactants are [H-].[Al+3].[Li+].[H-].[H-].[H-].CCOCC.[Cl-].[Cl-].[Cl-].[Al+3].[F:16][C:17]1[CH:22]=[C:21]([CH:23]=[CH:24][N+:25]([O-])=O)[CH:20]=[C:19]([F:28])[C:18]=1[OH:29]. The catalyst is C1COCC1. The product is [NH2:25][CH2:24][CH2:23][C:21]1[CH:20]=[C:19]([F:28])[C:18]([OH:29])=[C:17]([F:16])[CH:22]=1. The yield is 0.870. (2) The reactants are [Br:1][C:2]1[CH:7]=[CH:6][C:5]([C:8]2[N:12]=[N:11][N:10]([CH3:13])[C:9]=2C(O)=O)=[CH:4][CH:3]=1.[F:17][C:18]([F:29])([F:28])[C:19]1[CH:20]=[C:21]([C@H:25]([OH:27])[CH3:26])[CH:22]=[CH:23][CH:24]=1.C([N:32]([CH2:35]C)CC)C.C1C=CC(P(N=[N+]=[N-])(C2C=CC=CC=2)=[O:44])=CC=1. The catalyst is C1(C)C=CC=CC=1. The product is [F:17][C:18]([F:28])([F:29])[C:19]1[CH:20]=[C:21]([C@H:25]([O:27][C:35](=[O:44])[NH:32][C:9]2[N:10]([CH3:13])[N:11]=[N:12][C:8]=2[C:5]2[CH:4]=[CH:3][C:2]([Br:1])=[CH:7][CH:6]=2)[CH3:26])[CH:22]=[CH:23][CH:24]=1. The yield is 0.684. (3) The reactants are [Cl:1][C:2]1[CH:3]=[N:4][C:5]2[N:6]([N:8]=[C:9]([C:11]([OH:13])=O)[CH:10]=2)[CH:7]=1.[Cl:14][C:15]1[CH:24]=[C:23]2[C:18]([CH2:19][CH2:20][NH:21][CH:22]2[CH3:25])=[CH:17][CH:16]=1. No catalyst specified. The product is [Cl:14][C:15]1[CH:24]=[C:23]2[C:18]([CH2:19][CH2:20][N:21]([C:11]([C:9]3[CH:10]=[C:5]4[N:4]=[CH:3][C:2]([Cl:1])=[CH:7][N:6]4[N:8]=3)=[O:13])[CH:22]2[CH3:25])=[CH:17][CH:16]=1. The yield is 0.540. (4) The reactants are [CH3:1][N:2]1[C:6]([C:7]2[CH:8]=[C:9]([C:16]([OH:18])=O)[S:10][C:11]=2[C:12]([F:15])([F:14])[F:13])=[CH:5][CH:4]=[N:3]1.F[P-](F)(F)(F)(F)F.[PH4+].CCN(C(C)C)C(C)C.[NH2:36][C@@H:37]([CH2:50][C:51]1[CH:56]=[CH:55][CH:54]=[CH:53][C:52]=1[C:57]([F:60])([F:59])[F:58])[CH2:38][N:39]1[C:47](=[O:48])[C:46]2[C:41](=[CH:42][CH:43]=[CH:44][CH:45]=2)[C:40]1=[O:49]. The catalyst is C(Cl)Cl. The product is [O:48]=[C:47]1[C:46]2[C:41](=[CH:42][CH:43]=[CH:44][CH:45]=2)[C:40](=[O:49])[N:39]1[CH2:38][C@@H:37]([NH:36][C:16]([C:9]1[S:10][C:11]([C:12]([F:13])([F:14])[F:15])=[C:7]([C:6]2[N:2]([CH3:1])[N:3]=[CH:4][CH:5]=2)[CH:8]=1)=[O:18])[CH2:50][C:51]1[CH:56]=[CH:55][CH:54]=[CH:53][C:52]=1[C:57]([F:59])([F:58])[F:60]. The yield is 0.860. (5) The reactants are FC(F)(F)C(O)=O.[Cl:8][C:9]1[CH:14]=[C:13]([Cl:15])[CH:12]=[CH:11][C:10]=1[C@H:16]([N:18]1[C:22]2[CH:23]=[C:24]([N:27]3[CH2:32][CH2:31][N:30]([C:33]([C@H:35]4[CH2:39][CH2:38][CH2:37][N:36]4C(OC(C)(C)C)=O)=[O:34])[CH2:29][C@H:28]3[CH3:47])[CH:25]=[CH:26][C:21]=2[N:20]=[CH:19]1)[CH3:17]. The catalyst is ClCCl. The product is [Cl:8][C:9]1[CH:14]=[C:13]([Cl:15])[CH:12]=[CH:11][C:10]=1[C@H:16]([N:18]1[C:22]2[CH:23]=[C:24]([N:27]3[CH2:32][CH2:31][N:30]([C:33]([C@H:35]4[CH2:39][CH2:38][CH2:37][NH:36]4)=[O:34])[CH2:29][C@H:28]3[CH3:47])[CH:25]=[CH:26][C:21]=2[N:20]=[CH:19]1)[CH3:17]. The yield is 0.210. (6) The reactants are [F:1][C:2]1[CH:7]=[CH:6][C:5]([C:8]2[CH:16]=[CH:15][CH:14]=[C:13]3[C:9]=2[CH2:10][C:11](=[O:17])[NH:12]3)=[CH:4][CH:3]=1.[CH3:18][N:19]([CH3:35])[C@H:20]1[CH2:24][CH2:23][N:22]([C:25]([C:27]2[CH:31]=[C:30]([CH3:32])[NH:29][C:28]=2[CH:33]=O)=[O:26])[CH2:21]1. The catalyst is C(O)C.N1CCCCC1. The product is [CH3:18][N:19]([CH3:35])[C@H:20]1[CH2:24][CH2:23][N:22]([C:25]([C:27]2[CH:31]=[C:30]([CH3:32])[NH:29][C:28]=2[CH:33]=[C:10]2[C:9]3[C:13](=[CH:14][CH:15]=[CH:16][C:8]=3[C:5]3[CH:4]=[CH:3][C:2]([F:1])=[CH:7][CH:6]=3)[NH:12][C:11]2=[O:17])=[O:26])[CH2:21]1. The yield is 0.560.